Dataset: Reaction yield outcomes from USPTO patents with 853,638 reactions. Task: Predict the reaction yield, written as a fraction of the theoretical maximum amount of product (1.0 means a 100% yield; for example, 0.34 means a 34% yield). (1) The reactants are C(O)(=O)C.[CH3:5][O:6][C:7]1[CH:8]=[C:9]([NH:13][NH2:14])[CH:10]=[CH:11][CH:12]=1.[CH:15](=O)[C:16]([CH3:18])=[O:17]. The catalyst is O. The product is [CH3:5][O:6][C:7]1[CH:8]=[C:9]([NH:13][N:14]=[CH:15][C:16](=[O:17])[CH3:18])[CH:10]=[CH:11][CH:12]=1. The yield is 0.330. (2) The reactants are I[C:2]1[C:10]2[C:5](=[CH:6][C:7]([C@H:11]3[C@@:13]4([C:21]5[C:16](=[CH:17][CH:18]=[C:19]([O:22][CH3:23])[CH:20]=5)[N:15]([CH3:24])[C:14]4=[O:25])[CH2:12]3)=[CH:8][CH:9]=2)[NH:4][N:3]=1.CC1(C)C(C)(C)OB([C:34]2[CH:39]=[CH:38][C:37]([N:40]3[CH2:45][CH2:44][N:43](C(OC(C)(C)C)=O)[CH2:42][CH2:41]3)=[CH:36][CH:35]=2)O1.[C:54]([OH:60])([C:56]([F:59])([F:58])[F:57])=[O:55]. The catalyst is C(Cl)Cl. The product is [F:57][C:56]([F:59])([F:58])[C:54]([OH:60])=[O:55].[CH3:23][O:22][C:19]1[CH:20]=[C:21]2[C:16](=[CH:17][CH:18]=1)[N:15]([CH3:24])[C:14](=[O:25])[C@:13]12[CH2:12][C@H:11]1[C:7]1[CH:6]=[C:5]2[C:10]([C:2]([C:34]3[CH:35]=[CH:36][C:37]([N:40]4[CH2:41][CH2:42][NH:43][CH2:44][CH2:45]4)=[CH:38][CH:39]=3)=[N:3][NH:4]2)=[CH:9][CH:8]=1. The yield is 0.420. (3) The reactants are Br[C:2]1[N:6]2[CH2:7][CH2:8][N:9]([CH3:23])[C:10]3([CH2:15][CH2:14][N:13]([C:16]([O:18][C:19]([CH3:22])([CH3:21])[CH3:20])=[O:17])[CH2:12][CH2:11]3)[C:5]2=[CH:4][CH:3]=1.C1(N(C)C2CCCCC2)CCCCC1.N#N.[CH:40]([O:42]CCCC)=[CH2:41].C(P(C(C)(C)C)C(C)(C)C)(C)(C)C. The catalyst is O1CCOCC1. The product is [C:40]([C:2]1[N:6]2[CH2:7][CH2:8][N:9]([CH3:23])[C:10]3([CH2:11][CH2:12][N:13]([C:16]([O:18][C:19]([CH3:20])([CH3:21])[CH3:22])=[O:17])[CH2:14][CH2:15]3)[C:5]2=[CH:4][CH:3]=1)(=[O:42])[CH3:41]. The yield is 0.370.